From a dataset of B-cell epitopes from PDB crystal structures with 447 antigens. Token-level Classification. Given an antigen amino acid sequence, predict which amino acid positions are active epitope sites capable of antibody binding. Output is a list of indices for active positions. (1) Given the antigen sequence: GLFGAIAGFIENGWEGMIDGWYGFRHQNSEGTGQAADLKSTQAAIDQINGKLNRVIEKTNEKFHQIEKEFSEVEGRIQDLEKYVEDTKIDLWSYNAELLVALENQHTIDLTDSEMNKLFEKTGRQLRENAEDMGNGCFKIYHKCDNACIESIRNGTYDHDVYRDEALNNRFQ, which amino acid positions are active epitope sites? The epitope positions are: [14, 15, 16, 17, 18, 24, 25, 29, 30, 31, 32, 33, 34, 35, 37, 145, 149, 152]. The amino acids at these positions are: EGMIDRHEGTGQAALNER. (2) Given the antigen sequence: DSDIAFLIDGSGSIIPHDFRRMKEFVSTVMEQLKKSKTLFSLMQYSEEFRIHFTFKEFQNNPNPRSLVKPITQLLGRTHTATGIRKVVRELFNITNGARKNAFKILVVITDGEKFGDPLGYEDVIPEADREGVIRYVIGVGDAFRSEKSRQELNTIASKPPRDHVFQVNNFEALKTIQNQLREKIFAIE, which amino acid positions are active epitope sites? The epitope positions are: [10, 11, 12, 16, 19, 20, 23, 27, 46, 47, 48, 49, 64, 68, 73, 74, 75, 76, 77, 111... (27 total positions)]. The amino acids at these positions are: SGSHRRETEEFRRKLLGRTGEFGAEKN.